This data is from Reaction yield outcomes from USPTO patents with 853,638 reactions. The task is: Predict the reaction yield, written as a fraction of the theoretical maximum amount of product (1.0 means a 100% yield; for example, 0.34 means a 34% yield). (1) The reactants are O1CCCC1.[NH2:6][C:7]1[C:12]([C:13]2[O:17][N:16]=[C:15]([CH2:18][C:19]3[CH:24]=[CH:23][C:22]([OH:25])=[CH:21][CH:20]=3)[CH:14]=2)=[CH:11][CH:10]=[C:9]([NH2:26])[N:8]=1.[OH-].[Na+].[Cl:29][C:30]1[CH:35]=[CH:34][CH:33]=[C:32]([CH2:36]Cl)[N:31]=1. The catalyst is CN(C)C=O. The product is [Cl:29][C:30]1[N:31]=[C:32]([CH2:36][O:25][C:22]2[CH:23]=[CH:24][C:19]([CH2:18][C:15]3[CH:14]=[C:13]([C:12]4[C:7]([NH2:6])=[N:8][C:9]([NH2:26])=[CH:10][CH:11]=4)[O:17][N:16]=3)=[CH:20][CH:21]=2)[CH:33]=[CH:34][CH:35]=1. The yield is 0.370. (2) The reactants are [CH:1](NC(C)C)([CH3:3])[CH3:2].[Li][CH2:9]CCC.CCOCC.[C:18]([O:23][CH2:24][CH3:25])(=[O:22])[CH:19]([CH3:21])[CH3:20].BrCCC=C. The catalyst is C1COCC1.CN(P(N(C)C)(N(C)C)=O)C. The product is [CH3:20][C:19]([CH3:9])([CH2:21][CH2:3][CH:1]=[CH2:2])[C:18]([O:23][CH2:24][CH3:25])=[O:22]. The yield is 0.750. (3) The reactants are [F:1][C:2]([F:26])([F:25])[C:3]1[CH:4]=[C:5]([S:9][CH2:10][C@@H:11]2[CH2:16][CH2:15][C@H:14]([NH:17][C:18](=[O:24])[O:19][C:20]([CH3:23])([CH3:22])[CH3:21])[CH2:13][CH2:12]2)[CH:6]=[CH:7][CH:8]=1.C([O-])(O)=[O:28].[Na+].C1C=C(Cl)C=C(C(OO)=O)C=1.[OH2:43]. The catalyst is C(Cl)Cl.CO. The product is [F:26][C:2]([F:25])([F:1])[C:3]1[CH:4]=[C:5]([S:9]([CH2:10][C@@H:11]2[CH2:12][CH2:13][C@H:14]([NH:17][C:18](=[O:24])[O:19][C:20]([CH3:22])([CH3:23])[CH3:21])[CH2:15][CH2:16]2)(=[O:28])=[O:43])[CH:6]=[CH:7][CH:8]=1. The yield is 0.890. (4) The reactants are [N+:1]([C:4]1[C:5]([CH:14]([OH:16])[CH3:15])=[CH:6][CH:7]=[C:8]2[C:13]=1[N:12]=[CH:11][CH:10]=[CH:9]2)([O-])=O. The catalyst is O=[Mn]=O.C(Cl)Cl. The product is [NH2:1][C:4]1[C:5]([C:14](=[O:16])[CH3:15])=[CH:6][CH:7]=[C:8]2[C:13]=1[N:12]=[CH:11][CH:10]=[CH:9]2. The yield is 0.780. (5) The reactants are [F:1][C:2]1[CH:7]=[CH:6][C:5]([N:8]2[CH2:13][CH2:12][N:11]([C:14](=[O:24])[CH2:15][C@H:16]3[O:20]C(C)(C)[O:18][C:17]3=O)[CH2:10][CH2:9]2)=[CH:4][CH:3]=1.[NH2:25][OH:26]. The catalyst is CC(O)C.C1COCC1. The product is [F:1][C:2]1[CH:7]=[CH:6][C:5]([N:8]2[CH2:13][CH2:12][N:11]([C:14](=[O:24])[CH2:15][C@@H:16]([OH:20])[C:17]([NH:25][OH:26])=[O:18])[CH2:10][CH2:9]2)=[CH:4][CH:3]=1. The yield is 0.800. (6) The reactants are [CH2:1]([O:3][C:4]1[CH:19]=[C:18]([CH:20]=O)[CH:17]=[CH:16][C:5]=1[O:6][C:7]1[CH:15]=[CH:14][C:10]([C:11]([NH2:13])=[O:12])=[CH:9][N:8]=1)[CH3:2].[CH2:22]([NH2:30])[CH2:23][C:24]1[CH:29]=[CH:28][CH:27]=[CH:26][CH:25]=1. No catalyst specified. The product is [CH2:1]([O:3][C:4]1[CH:19]=[C:18]([CH2:20][NH:30][CH2:22][CH2:23][C:24]2[CH:29]=[CH:28][CH:27]=[CH:26][CH:25]=2)[CH:17]=[CH:16][C:5]=1[O:6][C:7]1[CH:15]=[CH:14][C:10]([C:11]([NH2:13])=[O:12])=[CH:9][N:8]=1)[CH3:2]. The yield is 0.990. (7) The reactants are [C:1]([C:3]1[CH:4]=[C:5]2[C:9](=[CH:10][CH:11]=1)[NH:8][C:7](=[O:12])[CH2:6]2)#[N:2].[H-].[Na+].Cl[C:16]1[N:21]=[CH:20][N:19]=[C:18]([O:22][CH2:23][CH2:24][N:25]2[CH2:30][CH2:29][O:28][CH2:27][CH2:26]2)[CH:17]=1. The catalyst is CN(C)C=O. The product is [OH:12][C:7]1[NH:8][C:9]2[C:5]([C:6]=1[C:16]1[CH:17]=[C:18]([O:22][CH2:23][CH2:24][N:25]3[CH2:26][CH2:27][O:28][CH2:29][CH2:30]3)[N:19]=[CH:20][N:21]=1)=[CH:4][C:3]([C:1]#[N:2])=[CH:11][CH:10]=2. The yield is 0.310. (8) The catalyst is C(O)C.[Pd]. The yield is 0.950. The reactants are [N+:1]([C:4]1[CH:9]=[CH:8][C:7]([C:10]([OH:15])([CH2:13][OH:14])[CH2:11][OH:12])=[CH:6][CH:5]=1)([O-])=O. The product is [NH2:1][C:4]1[CH:5]=[CH:6][C:7]([C:10]([OH:15])([CH2:13][OH:14])[CH2:11][OH:12])=[CH:8][CH:9]=1. (9) The yield is 0.860. The product is [Cl:27][C:12]1[C:11](=[O:28])[N:10]([C:8]2[CH:9]=[C:4]([CH:5]=[CH:6][C:7]=2[F:29])[CH2:3][N:2]([CH3:36])[C:32]([NH:31][CH3:30])=[O:33])[C:15]([CH3:16])=[CH:14][C:13]=1[O:17][CH2:18][C:19]1[CH:24]=[CH:23][C:22]([F:25])=[CH:21][C:20]=1[F:26]. The catalyst is O1CCCC1. The reactants are Cl.[NH2:2][CH2:3][C:4]1[CH:5]=[CH:6][C:7]([F:29])=[C:8]([N:10]2[C:15]([CH3:16])=[CH:14][C:13]([O:17][CH2:18][C:19]3[CH:24]=[CH:23][C:22]([F:25])=[CH:21][C:20]=3[F:26])=[C:12]([Cl:27])[C:11]2=[O:28])[CH:9]=1.[CH3:30][N:31](C)[C:32](Cl)=[O:33].[CH2:36](N(CC)CC)C.[NH4+].[Cl-].